Predict the reaction yield, written as a fraction of the theoretical maximum amount of product (1.0 means a 100% yield; for example, 0.34 means a 34% yield). From a dataset of Reaction yield outcomes from USPTO patents with 853,638 reactions. (1) The yield is 1.00. The product is [ClH:39].[NH2:8][C:9]1([C:12]2[NH:13][C:14]([C:22]3[CH:31]=[CH:30][CH:29]=[C:28]4[C:23]=3[N:24]=[C:25]([NH:33][CH2:34][C:35]([F:36])([F:38])[F:37])[C:26]([CH3:32])=[N:27]4)=[CH:15][C:16]=2[C:17]([OH:19])=[O:18])[CH2:10][CH2:11]1. The reactants are C(OC([NH:8][C:9]1([C:12]2[NH:13][C:14]([C:22]3[CH:31]=[CH:30][CH:29]=[C:28]4[C:23]=3[N:24]=[C:25]([NH:33][CH2:34][C:35]([F:38])([F:37])[F:36])[C:26]([CH3:32])=[N:27]4)=[CH:15][C:16]=2[C:17]([O:19]CC)=[O:18])[CH2:11][CH2:10]1)=O)(C)(C)C.[ClH:39]. The catalyst is O1CCOCC1.O. (2) The reactants are F[C:2]1[CH:7]=[CH:6][C:5]([N+:8]([O-:10])=[O:9])=[CH:4][CH:3]=1.C([O-])([O-])=O.[K+].[K+].[C:17]([C:25]1[CH:30]=[CH:29][C:28]([OH:31])=[CH:27][CH:26]=1)([CH2:20][C:21]([CH3:24])([CH3:23])[CH3:22])([CH3:19])[CH3:18]. The catalyst is CN(C)C=O.O. The product is [CH3:19][C:17]([C:25]1[CH:26]=[CH:27][C:28]([O:31][C:2]2[CH:7]=[CH:6][C:5]([N+:8]([O-:10])=[O:9])=[CH:4][CH:3]=2)=[CH:29][CH:30]=1)([CH3:18])[CH2:20][C:21]([CH3:22])([CH3:23])[CH3:24]. The yield is 1.00.